From a dataset of Full USPTO retrosynthesis dataset with 1.9M reactions from patents (1976-2016). Predict the reactants needed to synthesize the given product. (1) The reactants are: [C:1]1(=[O:8])[CH:6]=[CH:5][C:4](=[O:7])[CH:3]=[CH:2]1.[CH:9]([C:11]1[S:12][CH:13]=[CH:14][CH:15]=1)=[CH2:10]. Given the product [CH:14]1[C:15]2=[C:6]3[C:5](=[CH:10][CH:9]=[C:11]2[S:12][CH:13]=1)[C:4](=[O:7])[C:3]1[C:2](=[CH:10][CH:9]=[C:11]2[S:12][CH:13]=[CH:14][C:15]2=1)[C:1]3=[O:8], predict the reactants needed to synthesize it. (2) The reactants are: [OH:1][C:2]1[C:11]([OH:12])=[C:10]([O:13][CH3:14])[CH:9]=[CH:8][C:3]=1[C:4]([O:6][CH3:7])=[O:5].Br[CH2:16][C:17]1([CH2:23]Br)[CH2:22][O:21][CH2:20][O:19][CH2:18]1.C([O-])([O-])=O.[K+].[K+]. Given the product [CH3:7][O:6][C:4]([C:3]1[C:2]2[O:1][CH2:23][C:17]3([CH2:22][O:21][CH2:20][O:19][CH2:18]3)[CH2:16][O:12][C:11]=2[C:10]([O:13][CH3:14])=[CH:9][CH:8]=1)=[O:5], predict the reactants needed to synthesize it. (3) Given the product [CH2:32]([O:31][C:29]([CH:28]1[O:17][C:14]2[CH:15]=[CH:16][C:11]([CH2:10][CH:9]([N:7]([C:6]([O:5][C:1]([CH3:4])([CH3:2])[CH3:3])=[O:20])[CH3:8])[CH3:19])=[CH:12][C:13]=2[O:18]1)=[O:30])[CH3:33], predict the reactants needed to synthesize it. The reactants are: [C:1]([O:5][C:6](=[O:20])[N:7]([CH:9]([CH3:19])[CH2:10][C:11]1[CH:16]=[CH:15][C:14]([OH:17])=[C:13]([OH:18])[CH:12]=1)[CH3:8])([CH3:4])([CH3:3])[CH3:2].C([O-])([O-])=O.[K+].[K+].Br[CH:28](Br)[C:29]([O:31][CH2:32][CH3:33])=[O:30].